Dataset: Forward reaction prediction with 1.9M reactions from USPTO patents (1976-2016). Task: Predict the product of the given reaction. (1) Given the reactants [F:1][C:2]1[CH:23]=[CH:22][CH:21]=[C:20]([F:24])[C:3]=1[CH2:4][O:5][C:6]1[C:7]2[N:8]([C:13]([C:17](O)=[O:18])=[C:14]([CH3:16])[N:15]=2)[CH:9]=[C:10]([CH3:12])[CH:11]=1.CN(C(ON1N=NC2C=CC=NC1=2)=[N+](C)C)C.F[P-](F)(F)(F)(F)F.C(N(CC)C(C)C)(C)C.[NH2:58][CH:59]([C:62]1[CH:63]=[C:64]([CH:69]=[CH:70][CH:71]=1)[C:65]([O:67][CH3:68])=[O:66])[CH2:60][NH2:61].C(O)(C(F)(F)F)=O, predict the reaction product. The product is: [NH2:58][CH:59]([C:62]1[CH:63]=[C:64]([CH:69]=[CH:70][CH:71]=1)[C:65]([O:67][CH3:68])=[O:66])[CH2:60][NH:61][C:17]([C:13]1[N:8]2[CH:9]=[C:10]([CH3:12])[CH:11]=[C:6]([O:5][CH2:4][C:3]3[C:2]([F:1])=[CH:23][CH:22]=[CH:21][C:20]=3[F:24])[C:7]2=[N:15][C:14]=1[CH3:16])=[O:18]. (2) Given the reactants [F:1][C:2]1[CH:25]=[C:24]([N+:26]([O-:28])=[O:27])[CH:23]=[CH:22][C:3]=1[O:4][C:5]1[CH:10]=[CH:9][N:8]=[C:7]2[CH:11]=[C:12]([C:14]3[CH:21]=[CH:20][C:17]([CH:18]=O)=[CH:16][N:15]=3)[S:13][C:6]=12.[CH3:29][O:30][CH2:31][CH2:32][NH2:33].C(O[BH-](OC(=O)C)OC(=O)C)(=O)C.[Na+], predict the reaction product. The product is: [F:1][C:2]1[CH:25]=[C:24]([N+:26]([O-:28])=[O:27])[CH:23]=[CH:22][C:3]=1[O:4][C:5]1[CH:10]=[CH:9][N:8]=[C:7]2[CH:11]=[C:12]([C:14]3[N:15]=[CH:16][C:17]([CH2:18][NH:33][CH2:32][CH2:31][O:30][CH3:29])=[CH:20][CH:21]=3)[S:13][C:6]=12. (3) Given the reactants [C:1]([C:4]1[C:5](=[O:19])[N:6]([C:12]2[CH:17]=[CH:16][CH:15]=[CH:14][C:13]=2[Cl:18])[C:7]([CH3:11])=[CH:8][C:9]=1[OH:10])(=[O:3])[CH3:2].C(=O)([O-])[O-].[K+].[K+].[CH2:26](Br)[C:27]1[CH:32]=[CH:31][CH:30]=[CH:29][CH:28]=1, predict the reaction product. The product is: [C:1]([C:4]1[C:5](=[O:19])[N:6]([C:12]2[CH:17]=[CH:16][CH:15]=[CH:14][C:13]=2[Cl:18])[C:7]([CH3:11])=[CH:8][C:9]=1[O:10][CH2:26][C:27]1[CH:32]=[CH:31][CH:30]=[CH:29][CH:28]=1)(=[O:3])[CH3:2]. (4) Given the reactants Cl.[CH:2]1([NH:8][C:9]2[C:14]([CH3:15])=[C:13]([CH3:16])[N:12]=[C:11]([NH:17][CH2:18][C:19]3[CH:24]=[CH:23][CH:22]=[CH:21][N:20]=3)[N:10]=2)[CH2:7][CH2:6][CH2:5][CH2:4][CH2:3]1.N1C=CC=C[C:26]=1C(N)C, predict the reaction product. The product is: [CH:2]1([NH:8][C:9]2[C:14]([CH3:15])=[C:13]([CH3:16])[N:12]=[C:11]([NH:17][CH:18]([C:19]3[CH:24]=[CH:23][CH:22]=[CH:21][N:20]=3)[CH3:26])[N:10]=2)[CH2:3][CH2:4][CH2:5][CH2:6][CH2:7]1. (5) Given the reactants [CH3:1][O:2][C:3]1[CH:12]=[C:11]2[C:6]([C:7]([O:13][CH2:14][C:15]3[N:19]4[CH:20]=[C:21]([C:24]5[S:28][C:27]([C:29](Cl)=[O:30])=[CH:26][CH:25]=5)[CH:22]=[CH:23][C:18]4=[N:17][N:16]=3)=[CH:8][CH:9]=[N:10]2)=[CH:5][CH:4]=1.C[CH2:33][N:34](C(C)C)C(C)C.CN, predict the reaction product. The product is: [CH3:1][O:2][C:3]1[CH:12]=[C:11]2[C:6]([C:7]([O:13][CH2:14][C:15]3[N:19]4[CH:20]=[C:21]([C:24]5[S:28][C:27]([C:29]([NH:34][CH3:33])=[O:30])=[CH:26][CH:25]=5)[CH:22]=[CH:23][C:18]4=[N:17][N:16]=3)=[CH:8][CH:9]=[N:10]2)=[CH:5][CH:4]=1. (6) Given the reactants [CH:1]1([C:4]2[CH:11]=[CH:10][C:7]([CH:8]=[O:9])=[CH:6][CH:5]=2)[CH2:3][CH2:2]1.BrC1C=CC([C:19]2([O:22]C)CC2)=CC=1.[Li]CCCC.CN(C=O)C, predict the reaction product. The product is: [CH3:19][O:22][C:1]1([C:4]2[CH:5]=[CH:6][C:7]([CH:8]=[O:9])=[CH:10][CH:11]=2)[CH2:2][CH2:3]1.